From a dataset of Forward reaction prediction with 1.9M reactions from USPTO patents (1976-2016). Predict the product of the given reaction. Given the reactants [F:1][C:2]([F:15])([F:14])[C:3]1[CH:13]=[N:12][C:6]2[NH:7][CH2:8][C:9](=[O:11])[NH:10][C:5]=2[CH:4]=1.CN(C)C(=O)C.Cl[C:23]([O:25][C:26]1[CH:31]=[CH:30][C:29]([N+:32]([O-:34])=[O:33])=[CH:28][CH:27]=1)=[O:24], predict the reaction product. The product is: [O:11]=[C:9]1[CH2:8][N:7]([C:23]([O:25][C:26]2[CH:27]=[CH:28][C:29]([N+:32]([O-:34])=[O:33])=[CH:30][CH:31]=2)=[O:24])[C:6]2[N:12]=[CH:13][C:3]([C:2]([F:14])([F:1])[F:15])=[CH:4][C:5]=2[NH:10]1.